This data is from Reaction yield outcomes from USPTO patents with 853,638 reactions. The task is: Predict the reaction yield, written as a fraction of the theoretical maximum amount of product (1.0 means a 100% yield; for example, 0.34 means a 34% yield). The reactants are [CH3:1][C:2]1[C:7]([C:8]2[C:16]3[O:15][CH2:14][C@@H:13]([N:17](C(=O)C(F)(F)F)[C:18]4[CH:31]=[CH:30][C:21]5[C@H:22]([CH2:25][C:26]([O:28]C)=[O:27])[CH2:23][O:24][C:20]=5[CH:19]=4)[C:12]=3[CH:11]=[CH:10][CH:9]=2)=[C:6]([CH3:38])[N:5]=[C:4]([N:39]2[CH2:44][CH2:43][O:42][CH2:41][CH2:40]2)[N:3]=1.[OH-].[Na+].Cl. The catalyst is O1CCCC1.CO.[Cl-].[Na+].O. The product is [CH3:38][C:6]1[C:7]([C:8]2[C:16]3[O:15][CH2:14][C@@H:13]([NH:17][C:18]4[CH:31]=[CH:30][C:21]5[C@H:22]([CH2:25][C:26]([OH:28])=[O:27])[CH2:23][O:24][C:20]=5[CH:19]=4)[C:12]=3[CH:11]=[CH:10][CH:9]=2)=[C:2]([CH3:1])[N:3]=[C:4]([N:39]2[CH2:40][CH2:41][O:42][CH2:43][CH2:44]2)[N:5]=1. The yield is 0.710.